Dataset: Catalyst prediction with 721,799 reactions and 888 catalyst types from USPTO. Task: Predict which catalyst facilitates the given reaction. (1) Reactant: [Si:1]([O:8][C:9]1[CH:16]=[CH:15][C:12]([CH:13]=[O:14])=[CH:11][C:10]=1[O:17][CH2:18][CH3:19])([C:4]([CH3:7])([CH3:6])[CH3:5])([CH3:3])[CH3:2].[BH4-].[Na+].C([O-])(O)=O.[Na+]. Product: [Si:1]([O:8][C:9]1[CH:16]=[CH:15][C:12]([CH2:13][OH:14])=[CH:11][C:10]=1[O:17][CH2:18][CH3:19])([C:4]([CH3:7])([CH3:6])[CH3:5])([CH3:3])[CH3:2]. The catalyst class is: 14. (2) Reactant: C([O:8][C:9]1[CH:14]=[C:13]([O:15]CC2C=CC=CC=2)[C:12]([CH:23]([CH3:25])[CH3:24])=[CH:11][C:10]=1[C:26]1[O:30][N:29]=[C:28]([C:31](=[O:35])[NH:32][CH2:33][CH3:34])[C:27]=1[C:36]1[CH:57]=[CH:56][C:39]([CH2:40][NH:41][CH2:42][CH2:43][CH2:44][CH2:45][CH2:46][CH2:47][NH:48]C(=O)OC(C)(C)C)=[CH:38][CH:37]=1)C1C=CC=CC=1.B(Cl)(Cl)Cl.C([O-])(O)=O.[Na+]. Product: [NH2:48][CH2:47][CH2:46][CH2:45][CH2:44][CH2:43][CH2:42][NH:41][CH2:40][C:39]1[CH:56]=[CH:57][C:36]([C:27]2[C:28]([C:31]([NH:32][CH2:33][CH3:34])=[O:35])=[N:29][O:30][C:26]=2[C:10]2[CH:11]=[C:12]([CH:23]([CH3:25])[CH3:24])[C:13]([OH:15])=[CH:14][C:9]=2[OH:8])=[CH:37][CH:38]=1. The catalyst class is: 2.